From a dataset of Forward reaction prediction with 1.9M reactions from USPTO patents (1976-2016). Predict the product of the given reaction. (1) The product is: [N:20]1([C:16](=[O:18])[CH2:15][C:12]2[CH:13]=[CH:14][C:9]([O:8][CH2:1][C:2]3[CH:3]=[CH:4][CH:5]=[CH:6][CH:7]=3)=[CH:10][C:11]=2[CH3:19])[CH2:23][CH2:22][CH2:21]1. Given the reactants [CH2:1]([O:8][C:9]1[CH:14]=[CH:13][C:12]([CH2:15][C:16]([OH:18])=O)=[C:11]([CH3:19])[CH:10]=1)[C:2]1[CH:7]=[CH:6][CH:5]=[CH:4][CH:3]=1.[NH:20]1[CH2:23][CH2:22][CH2:21]1.CCN(C(C)C)C(C)C.CN(C(ON1N=NC2C=CC=NC1=2)=[N+](C)C)C.F[P-](F)(F)(F)(F)F, predict the reaction product. (2) Given the reactants O=P(Cl)(Cl)[Cl:3].O=[C:7]1[NH:12][C:11]([C:13]2[CH:14]=[N:15][CH:16]=[CH:17][CH:18]=2)=[N:10][C:9]2[S:19][C:20]([CH3:22])=[CH:21][C:8]1=2.CN(C)C1C=CC=CC=1, predict the reaction product. The product is: [Cl:3][C:7]1[C:8]2[CH:21]=[C:20]([CH3:22])[S:19][C:9]=2[N:10]=[C:11]([C:13]2[CH:14]=[N:15][CH:16]=[CH:17][CH:18]=2)[N:12]=1. (3) Given the reactants [F:1][C:2]1[CH:10]=[CH:9][C:5]([C:6](O)=[O:7])=[C:4]([CH3:11])[CH:3]=1.S(Cl)([Cl:14])=O, predict the reaction product. The product is: [F:1][C:2]1[CH:10]=[CH:9][C:5]([C:6]([Cl:14])=[O:7])=[C:4]([CH3:11])[CH:3]=1. (4) Given the reactants C([C:3]1[O:4][C:5]2[C:10]([C:11](=[O:14])[C:12]=1O)=[CH:9][C:8](C(=O)C=C)=[C:7](O)[CH:6]=2)=C.[Cl-].[Al+3].[Cl-].[Cl-].O, predict the reaction product. The product is: [O:4]1[C:5]2[C:10](=[CH:9][CH:8]=[CH:7][CH:6]=2)[C:11](=[O:14])[CH:12]=[CH:3]1. (5) Given the reactants [Cl:1][C:2]1[CH:21]=[CH:20][C:5]([O:6][C:7]2[CH:8]=[C:9]([S:13]([CH2:16][C:17](N)=[O:18])(=[O:15])=[O:14])[CH:10]=[CH:11][CH:12]=2)=[CH:4][C:3]=1[C:22]1[C:31]2[C:26](=[C:27]([C:32]([F:35])([F:34])[F:33])[CH:28]=[CH:29][CH:30]=2)[N:25]=[CH:24][N:23]=1.Cl.C(O)(=[O:39])C, predict the reaction product. The product is: [Cl:1][C:2]1[CH:21]=[CH:20][C:5]([O:6][C:7]2[CH:8]=[C:9]([S:13]([CH2:16][C:17]([OH:18])=[O:39])(=[O:14])=[O:15])[CH:10]=[CH:11][CH:12]=2)=[CH:4][C:3]=1[C:22]1[C:31]2[C:26](=[C:27]([C:32]([F:33])([F:35])[F:34])[CH:28]=[CH:29][CH:30]=2)[N:25]=[CH:24][N:23]=1. (6) Given the reactants [CH2:1]([O:3][C:4](=[O:12])[CH:5]([C:10]#[N:11])[CH2:6][CH2:7][CH:8]=[CH2:9])[CH3:2].[H-].[Na+].Cl[CH2:16][C:17]1[CH:22]=[C:21]([O:23][C:24]2[CH:29]=[CH:28][CH:27]=[CH:26][CH:25]=2)[CH:20]=[CH:19][C:18]=1[N+:30]([O-:32])=[O:31], predict the reaction product. The product is: [CH2:1]([O:3][C:4](=[O:12])[C:5]([C:10]#[N:11])([CH2:16][C:17]1[CH:22]=[C:21]([O:23][C:24]2[CH:29]=[CH:28][CH:27]=[CH:26][CH:25]=2)[CH:20]=[CH:19][C:18]=1[N+:30]([O-:32])=[O:31])[CH2:6][CH2:7][CH:8]=[CH2:9])[CH3:2]. (7) Given the reactants [F:1][C:2]1[CH:7]=[C:6]([O:8]C)[CH:5]=[C:4]([F:10])[C:3]=1[N:11]1[CH:15]=[C:14]([C:16]([F:19])([F:18])[F:17])[CH:13]=[N:12]1.B(Br)(Br)Br, predict the reaction product. The product is: [F:1][C:2]1[CH:7]=[C:6]([OH:8])[CH:5]=[C:4]([F:10])[C:3]=1[N:11]1[CH:15]=[C:14]([C:16]([F:18])([F:19])[F:17])[CH:13]=[N:12]1.